This data is from Reaction yield outcomes from USPTO patents with 853,638 reactions. The task is: Predict the reaction yield, written as a fraction of the theoretical maximum amount of product (1.0 means a 100% yield; for example, 0.34 means a 34% yield). (1) The reactants are [Br:1][C:2]1[CH:3]=[C:4]([NH:9][C:10]2[C:11]3[CH:19]=[C:18]([NH:20]CC4C=CC(OC)=CC=4)[N:17]=[CH:16][C:12]=3[N:13]=[CH:14][N:15]=2)[CH:5]=[CH:6][C:7]=1[Cl:8].FC(F)(F)C(O)=O.C1(OC)C=CC=CC=1. The catalyst is C(Cl)Cl. The product is [Br:1][C:2]1[CH:3]=[C:4]([NH:9][C:10]2[C:11]3[CH:19]=[C:18]([NH2:20])[N:17]=[CH:16][C:12]=3[N:13]=[CH:14][N:15]=2)[CH:5]=[CH:6][C:7]=1[Cl:8]. The yield is 1.00. (2) The reactants are C([O:3][CH2:4][CH2:5][O:6][NH:7][C:8]([C:10]1[CH:11]=[C:12]([F:28])[C:13]2[N:14]([CH:25]=[N:26][CH:27]=2)[C:15]=1[NH:16][C:17]1[CH:22]=[CH:21][C:20]([I:23])=[CH:19][C:18]=1[F:24])=[O:9])=C. The catalyst is CO. The product is [OH:3][CH2:4][CH2:5][O:6][NH:7][C:8]([C:10]1[CH:11]=[C:12]([F:28])[C:13]2[N:14]([CH:25]=[N:26][CH:27]=2)[C:15]=1[NH:16][C:17]1[CH:22]=[CH:21][C:20]([I:23])=[CH:19][C:18]=1[F:24])=[O:9]. The yield is 0.390. (3) The reactants are [F:1][C:2]([F:18])([F:17])[C:3]([N:5]1[CH2:10][CH2:9][N:8]([C:11]2[CH:16]=[CH:15][CH:14]=[CH:13][CH:12]=2)[CH2:7][CH2:6]1)=[O:4].[Cl:19][S:20](O)(=[O:22])=[O:21]. No catalyst specified. The product is [F:18][C:2]([F:1])([F:17])[C:3]([N:5]1[CH2:6][CH2:7][N:8]([C:11]2[CH:16]=[CH:15][C:14]([S:20]([Cl:19])(=[O:22])=[O:21])=[CH:13][CH:12]=2)[CH2:9][CH2:10]1)=[O:4]. The yield is 0.720. (4) The reactants are C1(P(C2C=CC=CC=2)C2C=CC=CC=2)C=CC=CC=1.Br[C:21]1[CH:26]=[C:25]([NH2:27])[CH:24]=[CH:23][N:22]=1.C([Sn](CCCC)(CCCC)[CH:33]=[CH:34][C:35]1[CH:40]=[CH:39][CH:38]=[CH:37][CH:36]=1)CCC. The catalyst is CN(C=O)C.C([O-])(=O)C.[Pd+2].C([O-])(=O)C. The product is [CH:33](/[C:21]1[CH:26]=[C:25]([NH2:27])[CH:24]=[CH:23][N:22]=1)=[CH:34]\[C:35]1[CH:40]=[CH:39][CH:38]=[CH:37][CH:36]=1. The yield is 0.390. (5) The reactants are S(=O)(=O)(O)O.N([O-])=O.[Na+].[PH2](O)=O.N[C:14]1[C:19]([Cl:20])=[C:18]([C:21]([O:23][CH3:24])=[O:22])[C:17]([Cl:25])=[CH:16][C:15]=1[C:26]([O:28][CH3:29])=[O:27].N. The catalyst is C(O)(=O)C. The product is [Cl:20][C:19]1[CH:14]=[C:15]([C:26]([O:28][CH3:29])=[O:27])[CH:16]=[C:17]([Cl:25])[C:18]=1[C:21]([O:23][CH3:24])=[O:22]. The yield is 0.790. (6) The reactants are [Cl:1][C:2]1[CH:3]=[C:4]([NH2:9])[CH:5]=[C:6]([NH2:8])[CH:7]=1.[F:10][C:11]([F:21])([F:20])[C:12](=[O:19])[CH2:13][C:14](OCC)=[O:15]. The catalyst is C(O)C. The product is [NH2:8][C:6]1[CH:7]=[C:2]([Cl:1])[CH:3]=[C:4]2[C:5]=1[C:12]([OH:19])([C:11]([F:21])([F:20])[F:10])[CH2:13][C:14](=[O:15])[NH:9]2. The yield is 0.370. (7) The reactants are [Cl:1][C:2]1[CH:11]=[C:10]([OH:12])[C:9]([N+:13]([O-:15])=[O:14])=[CH:8][C:3]=1[C:4]([O:6][CH3:7])=[O:5].I[CH2:17][CH3:18].C(=O)([O-])[O-].[K+].[K+]. The catalyst is CC(=O)CC. The product is [Cl:1][C:2]1[CH:11]=[C:10]([O:12][CH2:17][CH3:18])[C:9]([N+:13]([O-:15])=[O:14])=[CH:8][C:3]=1[C:4]([O:6][CH3:7])=[O:5]. The yield is 0.480.